The task is: Regression. Given a peptide amino acid sequence and an MHC pseudo amino acid sequence, predict their binding affinity value. This is MHC class II binding data.. This data is from Peptide-MHC class II binding affinity with 134,281 pairs from IEDB. (1) The peptide sequence is LAEGIVLASAALGPL. The MHC is DRB1_0901 with pseudo-sequence DRB1_0901. The binding affinity (normalized) is 0.851. (2) The peptide sequence is PCSGSWLRDIWDWICEVLSD. The MHC is DRB1_0301 with pseudo-sequence DRB1_0301. The binding affinity (normalized) is 0.146. (3) The MHC is DRB3_0101 with pseudo-sequence DRB3_0101. The binding affinity (normalized) is 0.380. The peptide sequence is SGNLVMFQMQDHQLI. (4) The peptide sequence is PAVKYIEPDMIVNAT. The MHC is DRB3_0101 with pseudo-sequence DRB3_0101. The binding affinity (normalized) is 0.330.